From a dataset of Reaction yield outcomes from USPTO patents with 853,638 reactions. Predict the reaction yield, written as a fraction of the theoretical maximum amount of product (1.0 means a 100% yield; for example, 0.34 means a 34% yield). The reactants are [NH2:1][CH2:2][C:3]1[CH:25]=[CH:24][C:6]([C:7]([NH:9][C@H:10]([C:21]([OH:23])=[O:22])[CH2:11][NH:12][C:13](=[O:20])[C:14]2[CH:19]=[CH:18][CH:17]=[CH:16][CH:15]=2)=[O:8])=[C:5]([Cl:26])[CH:4]=1.[OH:27][C:28]1[CH:29]=[C:30]([CH:34]=[CH:35][CH:36]=1)[C:31](O)=[O:32].C1(N=C=NC2CCCCC2)CCCCC1.O.[OH-].[Li+].Cl. The catalyst is O1CCCC1.CN(C=O)C.O.CO. The product is [Cl:26][C:5]1[CH:4]=[C:3]([CH2:2][NH:1][C:31]([C:30]2[CH:34]=[CH:35][CH:36]=[C:28]([OH:27])[CH:29]=2)=[O:32])[CH:25]=[CH:24][C:6]=1[C:7]([NH:9][C@H:10]([C:21]([OH:23])=[O:22])[CH2:11][NH:12][C:13](=[O:20])[C:14]1[CH:19]=[CH:18][CH:17]=[CH:16][CH:15]=1)=[O:8]. The yield is 0.0900.